The task is: Predict the reaction yield, written as a fraction of the theoretical maximum amount of product (1.0 means a 100% yield; for example, 0.34 means a 34% yield).. This data is from Reaction yield outcomes from USPTO patents with 853,638 reactions. (1) The reactants are Cl.[NH2:2][OH:3].CC(O)=O.[Cl:8][C:9]1[C:14]([CH:15]=O)=[C:13]([Cl:17])[N:12]=[C:11]([S:18][CH3:19])[N:10]=1. The catalyst is CCO. The product is [Cl:8][C:9]1[C:14]([CH:15]=[N:2][OH:3])=[C:13]([Cl:17])[N:12]=[C:11]([S:18][CH3:19])[N:10]=1. The yield is 0.800. (2) The reactants are C([N:8]1[C:16]2[C:11](=[CH:12][C:13]([C:17]#[N:18])=[CH:14][CH:15]=2)[C:10]([C@H:19]2[CH2:23][CH2:22][C@@H:21]([N:24]([CH2:26]C3C=CC=CC=3)[CH3:25])[CH2:20]2)=[CH:9]1)(OC(C)(C)C)=O.C=O.C(O)(=O)C. The catalyst is [Pd].C(Cl)Cl.CO. The product is [CH3:25][N:24]([CH3:26])[C@@H:21]1[CH2:22][CH2:23][C@H:19]([C:10]2[C:11]3[C:16](=[CH:15][CH:14]=[C:13]([C:17]#[N:18])[CH:12]=3)[NH:8][CH:9]=2)[CH2:20]1. The yield is 0.400. (3) The reactants are [C:1]([C:3]([C:9]#[N:10])=[C:4]([C:7]#[N:8])[C:5]#[N:6])#N.[CH2:11]([O:18][C:19]1[CH:20]=[C:21]([N:32]([CH2:37][CH2:38][CH2:39][CH3:40])[CH2:33][CH2:34][CH2:35][CH3:36])[CH:22]=[CH:23][C:24]=1[CH:25]=[CH:26][C:27]1[S:28]C=[CH:30][CH:31]=1)[C:12]1[CH:17]=[CH:16][CH:15]=[CH:14][CH:13]=1.O.C(Cl)(Cl)Cl. The catalyst is CN(C)C=O. The product is [CH2:11]([O:18][C:19]1[CH:20]=[C:21]([N:32]([CH2:37][CH2:38][CH2:39][CH3:40])[CH2:33][CH2:34][CH2:35][CH3:36])[CH:22]=[CH:23][C:24]=1[CH:25]=[CH:26][C:27]1[S:28][C:1]([C:3](=[C:4]([C:7]#[N:8])[C:5]#[N:6])[C:9]#[N:10])=[CH:30][CH:31]=1)[C:12]1[CH:13]=[CH:14][CH:15]=[CH:16][CH:17]=1. The yield is 0.317. (4) The reactants are Cl[C:2]1[N:7]=[C:6]([N:8]2[CH2:13][CH2:12][CH:11]([CH3:14])[CH2:10][CH2:9]2)[CH:5]=[CH:4][N:3]=1.[NH2:15][C:16]1[NH:17][N:18]=[C:19]([CH3:21])[CH:20]=1.C(=O)([O-])[O-].[K+].[K+]. The catalyst is C(O)CCC. The product is [CH3:14][CH:11]1[CH2:12][CH2:13][N:8]([C:6]2[CH:5]=[CH:4][N:3]=[C:2]([NH:15][C:16]3[NH:17][N:18]=[C:19]([CH3:21])[CH:20]=3)[N:7]=2)[CH2:9][CH2:10]1. The yield is 0.500. (5) The reactants are CN(C)C=O.[F:6][C:7]1[CH:14]=[C:13]([OH:15])[CH:12]=[CH:11][C:8]=1[CH:9]=[O:10].[H-].[Na+].Cl[CH2:19][C:20]1[CH:25]=[CH:24][C:23]([F:26])=[CH:22][N:21]=1. The catalyst is O. The product is [F:6][C:7]1[CH:14]=[C:13]([O:15][CH2:19][C:20]2[CH:25]=[CH:24][C:23]([F:26])=[CH:22][N:21]=2)[CH:12]=[CH:11][C:8]=1[CH:9]=[O:10]. The yield is 0.422. (6) The reactants are [C:1]([O:5][C:6]([NH:8][C@@H:9]([CH2:13][CH2:14][CH2:15][N:16]([CH:20]1[CH2:22][C@H:21]1[C:23]1[CH:28]=[CH:27][C:26]([F:29])=[CH:25][CH:24]=1)[CH2:17][CH:18]=[CH2:19])[C:10](O)=[O:11])=[O:7])([CH3:4])([CH3:3])[CH3:2].[NH:30]1[CH2:35][CH2:34][CH:33]([OH:36])[CH2:32][CH2:31]1. No catalyst specified. The product is [F:29][C:26]1[CH:25]=[CH:24][C:23]([C@@H:21]2[CH2:22][CH:20]2[N:16]([CH2:17][CH:18]=[CH2:19])[CH2:15][CH2:14][CH2:13][C@H:9]([NH:8][C:6](=[O:7])[O:5][C:1]([CH3:3])([CH3:4])[CH3:2])[C:10]([N:30]2[CH2:35][CH2:34][CH:33]([OH:36])[CH2:32][CH2:31]2)=[O:11])=[CH:28][CH:27]=1. The yield is 0.980. (7) The reactants are [Cl:1][C:2]1[CH:7]=[CH:6][C:5]([CH2:8]Cl)=[CH:4][N:3]=1.[S:10]1[CH2:14][CH2:13][NH:12][CH2:11]1.C(=O)([O-])[O-].[K+].[K+]. The catalyst is C(#N)C. The product is [Cl:1][C:2]1[CH:7]=[CH:6][C:5]([CH2:8][N:12]2[CH2:13][CH2:14][S:10][CH2:11]2)=[CH:4][N:3]=1. The yield is 0.420. (8) The reactants are [Si]([O:8][CH2:9][C@@H:10]1[CH2:14][C:13]([CH3:15])=[CH:12][N:11]1[C:16]([C:18]1[CH:23]=[C:22]([O:24][CH3:25])[C:21]([O:26][Si:27]([CH:34]([CH3:36])[CH3:35])([CH:31]([CH3:33])[CH3:32])[CH:28]([CH3:30])[CH3:29])=[CH:20][C:19]=1[NH:37][C:38]([O:40][CH2:41][C:42]1[CH:47]=[CH:46][C:45]([NH:48][NH:49][CH:50]([CH3:66])[C:51]([NH:53][CH:54]([CH:63]([CH3:65])[CH3:64])[C:55](=[O:62])[C:56]([O:58][CH2:59][CH:60]=[CH2:61])=[O:57])=[O:52])=[CH:44][CH:43]=1)=[O:39])=[O:17])(C(C)(C)C)(C)C. The catalyst is C(O)(=O)C.CO.O1CCCC1.O.C(OCC)(=O)C. The product is [OH:8][CH2:9][C@@H:10]1[CH2:14][C:13]([CH3:15])=[CH:12][N:11]1[C:16]([C:18]1[CH:23]=[C:22]([O:24][CH3:25])[C:21]([O:26][Si:27]([CH:31]([CH3:32])[CH3:33])([CH:34]([CH3:35])[CH3:36])[CH:28]([CH3:30])[CH3:29])=[CH:20][C:19]=1[NH:37][C:38]([O:40][CH2:41][C:42]1[CH:43]=[CH:44][C:45]([NH:48][NH:49][CH:50]([CH3:66])[C:51]([NH:53][CH:54]([CH:63]([CH3:65])[CH3:64])[C:55](=[O:62])[C:56]([O:58][CH2:59][CH:60]=[CH2:61])=[O:57])=[O:52])=[CH:46][CH:47]=1)=[O:39])=[O:17]. The yield is 0.800. (9) The reactants are [F:1][C:2]1[CH:3]=[C:4]([CH:7]=[C:8]([F:17])[C:9]=1[N:10]1[CH2:15][CH2:14][CH2:13][CH:12]([OH:16])[CH2:11]1)[C:5]#[N:6].Cl[C:19](OC1C=CC([N+]([O-])=O)=CC=1)=[O:20].C(Cl)Cl.C(N(CC)CC)C.[NH:41]1[CH2:46][CH2:45][CH2:44][CH2:43][CH2:42]1. No catalyst specified. The product is [N:41]1([C:19]([O:16][CH:12]2[CH2:13][CH2:14][CH2:15][N:10]([C:9]3[C:8]([F:17])=[CH:7][C:4]([C:5]#[N:6])=[CH:3][C:2]=3[F:1])[CH2:11]2)=[O:20])[CH2:46][CH2:45][CH2:44][CH2:43][CH2:42]1. The yield is 0.670.